From a dataset of Reaction yield outcomes from USPTO patents with 853,638 reactions. Predict the reaction yield, written as a fraction of the theoretical maximum amount of product (1.0 means a 100% yield; for example, 0.34 means a 34% yield). The reactants are [NH2:1][C:2]1[C:15]([NH2:16])=[C:14]2[C:9]([N:10]=[CH:11][CH:12]=[CH:13]2)=[C:8]2[C:3]=1[CH:4]=[CH:5][CH:6]=[N:7]2.[N:17]1[CH:22]=[CH:21][CH:20]=[CH:19][C:18]=1[C:23](O)=O. The catalyst is O. The product is [N:17]1[CH:22]=[CH:21][CH:20]=[CH:19][C:18]=1[C:23]1[NH:1][C:2]2[C:15]([N:16]=1)=[C:14]1[C:9](=[C:8]3[C:3]=2[CH:4]=[CH:5][CH:6]=[N:7]3)[N:10]=[CH:11][CH:12]=[CH:13]1. The yield is 0.850.